The task is: Predict the product of the given reaction.. This data is from Forward reaction prediction with 1.9M reactions from USPTO patents (1976-2016). (1) The product is: [C:20]([O:19][C:17](=[O:18])[CH2:16][N:9]1[C:10]2[CH:15]=[CH:14][CH:13]=[CH:12][C:11]=2[N:7]([C:4]2[S:5][CH:6]=[C:2]([C:17]([O:19][CH3:20])=[O:18])[N:3]=2)[C:8]1=[O:24])([CH3:23])([CH3:22])[CH3:21]. Given the reactants Br[C:2]1[N:3]=[C:4]([N:7]2[C:11]3[CH:12]=[CH:13][CH:14]=[CH:15][C:10]=3[N:9]([CH2:16][C:17]([O:19][C:20]([CH3:23])([CH3:22])[CH3:21])=[O:18])[C:8]2=[O:24])[S:5][CH:6]=1.C(N(CC)CC)C, predict the reaction product. (2) Given the reactants [Cl:1][C:2]1[CH:3]=[C:4]([CH:7]=[CH:8][C:9]=1F)[CH:5]=[O:6].[F:11][C:12]([F:21])([F:20])[C:13]1[CH:14]=[C:15]([OH:19])[CH:16]=[CH:17][CH:18]=1, predict the reaction product. The product is: [Cl:1][C:2]1[CH:3]=[C:4]([CH:7]=[CH:8][C:9]=1[O:19][C:15]1[CH:16]=[CH:17][CH:18]=[C:13]([C:12]([F:11])([F:20])[F:21])[CH:14]=1)[CH:5]=[O:6]. (3) Given the reactants C([O:5][C:6](=[O:40])[C:7]([S:10][C:11]1[S:12][CH:13]=[C:14]([CH2:16][CH2:17][N:18]([C:32]2[N:37]=[CH:36][C:35]([CH2:38][CH3:39])=[CH:34][N:33]=2)[CH2:19][C:20]2[CH:25]=[CH:24][C:23]([C:26]3[CH:27]=[N:28][CH:29]=[CH:30][CH:31]=3)=[CH:22][CH:21]=2)[N:15]=1)([CH3:9])[CH3:8])(C)(C)C.[F:41][C:42]([F:47])([F:46])[C:43]([OH:45])=[O:44], predict the reaction product. The product is: [F:41][C:42]([F:47])([F:46])[C:43]([OH:45])=[O:44].[CH2:38]([C:35]1[CH:36]=[N:37][C:32]([N:18]([CH2:19][C:20]2[CH:21]=[CH:22][C:23]([C:26]3[CH:27]=[N:28][CH:29]=[CH:30][CH:31]=3)=[CH:24][CH:25]=2)[CH2:17][CH2:16][C:14]2[N:15]=[C:11]([S:10][C:7]([CH3:9])([CH3:8])[C:6]([OH:40])=[O:5])[S:12][CH:13]=2)=[N:33][CH:34]=1)[CH3:39]. (4) Given the reactants [CH:1]1([CH2:4][N:5]([S:18]([CH3:21])(=[O:20])=[O:19])[C:6]2[CH:11]=[CH:10][CH:9]=[CH:8][C:7]=2[N:12]2[CH2:17][CH2:16][NH:15][CH2:14][CH2:13]2)[CH2:3][CH2:2]1.[C:22]([O:26][C:27]([CH2:29][C@H:30]([CH2:34][C:35]1[CH:40]=[CH:39][C:38]([Cl:41])=[CH:37][CH:36]=1)[C:31](O)=[O:32])=[O:28])([CH3:25])([CH3:24])[CH3:23].C1C=CC2N(O)N=NC=2C=1.C(Cl)CCl, predict the reaction product. The product is: [Cl:41][C:38]1[CH:37]=[CH:36][C:35]([CH2:34][C@H:30]([C:31]([N:15]2[CH2:16][CH2:17][N:12]([C:7]3[CH:8]=[CH:9][CH:10]=[CH:11][C:6]=3[N:5]([CH2:4][CH:1]3[CH2:2][CH2:3]3)[S:18]([CH3:21])(=[O:19])=[O:20])[CH2:13][CH2:14]2)=[O:32])[CH2:29][C:27]([O:26][C:22]([CH3:23])([CH3:25])[CH3:24])=[O:28])=[CH:40][CH:39]=1. (5) Given the reactants F[C:2]1[CH:3]=[C:4]2[C:8](=[CH:9][CH:10]=1)[N:7](CCCCCCCC)[CH:6]=[C:5]2CN(C)C.F[C:24]1[CH:25]=[C:26]2[C:30](=[CH:31][CH:32]=1)N(CCCCCCCC)C=[C:27]2CN1CCCCC1.C([O-])([O-])=O.[K+].[K+], predict the reaction product. The product is: [C:26]1([CH3:27])[CH:30]=[CH:31][CH:32]=[C:24]([C:2]2[CH:3]=[C:4]3[C:8](=[CH:9][CH:10]=2)[NH:7][CH:6]=[CH:5]3)[CH:25]=1. (6) The product is: [Cl:28][C:26]1[N:25]=[N:24][C:23]([O:7][C:1]2[CH:6]=[CH:5][CH:4]=[CH:3][CH:2]=2)=[C:22]([OH:21])[CH:27]=1. Given the reactants [C:1]1([OH:7])[CH:6]=[CH:5][CH:4]=[CH:3][CH:2]=1.C1(O)CCCCC1.CC(C)([O-])C.[Na+].[OH:21][C:22]1[CH:27]=[C:26]([Cl:28])[N:25]=[N:24][C:23]=1Cl.Cl, predict the reaction product. (7) The product is: [CH3:18][C:17](=[CH2:16])[CH2:19][O:8][C:7]1[CH:9]=[C:10]([OH:11])[CH:12]=[CH:13][CH:14]=1. Given the reactants C(=O)([O-])[O-].[K+].[K+].[C:7]1([CH:14]=[CH:13][CH:12]=[C:10]([OH:11])[CH:9]=1)[OH:8].Br[CH2:16][C:17]([CH3:19])=[CH2:18].Cl, predict the reaction product.